From a dataset of Catalyst prediction with 721,799 reactions and 888 catalyst types from USPTO. Predict which catalyst facilitates the given reaction. (1) Reactant: [C:1]([O:5][C:6](=[O:25])[NH:7][C@H:8]1[CH2:13][CH2:12][C@@H:11]([N:14]2[C:18]3[N:19]=[CH:20][N:21]=[C:22](Cl)[C:17]=3[C:16]([I:24])=[CH:15]2)[CH2:10][CH2:9]1)([CH3:4])([CH3:3])[CH3:2].[OH-].[NH4+:27]. Product: [C:1]([O:5][C:6](=[O:25])[NH:7][C@H:8]1[CH2:13][CH2:12][C@@H:11]([N:14]2[C:18]3[N:19]=[CH:20][N:21]=[C:22]([NH2:27])[C:17]=3[C:16]([I:24])=[CH:15]2)[CH2:10][CH2:9]1)([CH3:4])([CH3:3])[CH3:2]. The catalyst class is: 8. (2) Reactant: [NH2:1][CH2:2][C:3]1[S:7][C:6]([S:8]([NH:11][CH2:12][CH2:13][CH2:14][CH2:15][CH2:16][CH2:17][CH2:18][CH2:19][CH2:20][CH2:21][CH2:22][CH3:23])(=[O:10])=[O:9])=[CH:5][CH:4]=1.[F:24][C:25]([F:35])([F:34])[C:26]1[CH:33]=[CH:32][C:29]([CH:30]=O)=[CH:28][CH:27]=1.[BH-](OC(C)=O)(OC(C)=O)OC(C)=O.[Na+].C([O-])(O)=O.[Na+]. Product: [CH2:12]([NH:11][S:8]([C:6]1[S:7][C:3]([CH2:2][NH:1][CH2:30][C:29]2[CH:28]=[CH:27][C:26]([C:25]([F:24])([F:34])[F:35])=[CH:33][CH:32]=2)=[CH:4][CH:5]=1)(=[O:9])=[O:10])[CH2:13][CH2:14][CH2:15][CH2:16][CH2:17][CH2:18][CH2:19][CH2:20][CH2:21][CH2:22][CH3:23]. The catalyst class is: 26. (3) Reactant: [C:1]([C:3]1[CH:4]=[CH:5][C:6]([O:9][CH:10]([CH:12]2[CH:16]([C:17]3[CH:22]=[CH:21][C:20]([Cl:23])=[C:19]([Cl:24])[CH:18]=3)[CH2:15][N:14]([C:25](Cl)=[O:26])[CH2:13]2)[CH3:11])=[N:7][CH:8]=1)#[N:2].CCN(CC)CC.[NH:35]1[CH2:40][CH2:39][CH:38]([C:41]#[N:42])[CH2:37][CH2:36]1. Product: [C:41]([CH:38]1[CH2:39][CH2:40][N:35]([C:25]([N:14]2[CH2:15][CH:16]([C:17]3[CH:22]=[CH:21][C:20]([Cl:23])=[C:19]([Cl:24])[CH:18]=3)[CH:12]([CH:10]([O:9][C:6]3[CH:5]=[CH:4][C:3]([C:1]#[N:2])=[CH:8][N:7]=3)[CH3:11])[CH2:13]2)=[O:26])[CH2:36][CH2:37]1)#[N:42]. The catalyst class is: 2. (4) Reactant: [F-].C([N+](CCCC)(CCCC)CCCC)CCC.[O:19]1[CH:23]=[CH:22][CH:21]=[C:20]1[C:24]1[CH:25]=[C:26]2[C:30](=[CH:31][C:32]=1[C:33]1[CH:38]=[CH:37][C:36]([O:39][CH2:40][C:41]3[CH:46]=[CH:45][CH:44]=[CH:43][CH:42]=3)=[CH:35][CH:34]=1)[N:29](COCC[Si](C)(C)C)[N:28]=[C:27]2[NH:55][C:56](=[O:60])[CH2:57][CH2:58][CH3:59].C(OCC)(=O)C. Product: [O:19]1[CH:23]=[CH:22][CH:21]=[C:20]1[C:24]1[CH:25]=[C:26]2[C:30](=[CH:31][C:32]=1[C:33]1[CH:34]=[CH:35][C:36]([O:39][CH2:40][C:41]3[CH:46]=[CH:45][CH:44]=[CH:43][CH:42]=3)=[CH:37][CH:38]=1)[NH:29][N:28]=[C:27]2[NH:55][C:56](=[O:60])[CH2:57][CH2:58][CH3:59]. The catalyst class is: 7. (5) Reactant: [NH2:1][OH:2].O.[N:4]1[S:5][N:6]=[C:7]2[C:12]([S:13](Cl)(=[O:15])=[O:14])=[CH:11][CH:10]=[CH:9][C:8]=12.S(Cl)(Cl)(=O)=O. Product: [OH:2][NH:1][S:13]([C:12]1[C:7]2[C:8](=[N:4][S:5][N:6]=2)[CH:9]=[CH:10][CH:11]=1)(=[O:15])=[O:14]. The catalyst class is: 217.